Dataset: Forward reaction prediction with 1.9M reactions from USPTO patents (1976-2016). Task: Predict the product of the given reaction. (1) Given the reactants [F:1][C:2]([F:27])([F:26])[C:3]1[CH:4]=[CH:5][C:6]([O:9][C:10]2[CH:11]=[C:12]([CH:16]=[C:17]3[CH2:22][CH2:21][CH:20]([C:23]([OH:25])=O)[CH2:19][CH2:18]3)[CH:13]=[CH:14][CH:15]=2)=[N:7][CH:8]=1.C(Cl)(=O)C(Cl)=O.Cl.[NH2:35][C:36]1[S:37][C:38]([Cl:41])=[CH:39][N:40]=1.C(N(CC)CC)C, predict the reaction product. The product is: [Cl:41][C:38]1[S:37][C:36]([NH:35][C:23]([CH:20]2[CH2:21][CH2:22][C:17](=[CH:16][C:12]3[CH:13]=[CH:14][CH:15]=[C:10]([O:9][C:6]4[CH:5]=[CH:4][C:3]([C:2]([F:27])([F:26])[F:1])=[CH:8][N:7]=4)[CH:11]=3)[CH2:18][CH2:19]2)=[O:25])=[N:40][CH:39]=1. (2) The product is: [CH3:29][C:28]([CH3:31])([CH3:30])[C:26]([C:11]1[CH:12]=[C:13]([O:16][CH2:17][C:18]2[CH:23]=[CH:22][C:21]([O:24][CH3:25])=[CH:20][CH:19]=2)[CH:14]=[CH:15][C:10]=1[C:3]1[CH:4]=[C:5]([O:8][CH3:9])[CH:6]=[CH:7][C:2]=1[F:1])=[CH2:27]. Given the reactants [F:1][C:2]1[CH:7]=[CH:6][C:5]([O:8][CH3:9])=[CH:4][C:3]=1[C:10]1[CH:15]=[CH:14][C:13]([O:16][CH2:17][C:18]2[CH:23]=[CH:22][C:21]([O:24][CH3:25])=[CH:20][CH:19]=2)=[CH:12][C:11]=1[C:26](O)([C:28]([CH3:31])([CH3:30])[CH3:29])[CH3:27].C(N(CC)CC)C.S(Cl)(Cl)=O, predict the reaction product. (3) Given the reactants [B-](F)(F)(F)F.CCN([S+](F)[F:12])CC.[Si:14]([O:21][CH:22]1[CH2:27][CH2:26][CH:25]([CH:28](O)[CH2:29][CH:30]2[C:38]3[C:33](=[CH:34][CH:35]=[CH:36][CH:37]=3)[C:32]3=[CH:39][N:40]=[CH:41][N:31]23)[CH2:24][CH2:23]1)([C:17]([CH3:20])([CH3:19])[CH3:18])([CH3:16])[CH3:15], predict the reaction product. The product is: [Si:14]([O:21][CH:22]1[CH2:27][CH2:26][C:25]([CH2:28][CH2:29][CH:30]2[C:38]3[C:33](=[CH:34][CH:35]=[CH:36][CH:37]=3)[C:32]3=[CH:39][N:40]=[CH:41][N:31]23)([F:12])[CH2:24][CH2:23]1)([C:17]([CH3:20])([CH3:19])[CH3:18])([CH3:16])[CH3:15]. (4) Given the reactants [Br:1][C:2]1[CH:7]=[CH:6][C:5]([C:8](=[O:15])[CH2:9][CH2:10][C:11](=[O:14])[CH2:12]O)=[CH:4][CH:3]=1.C([SiH](CC)CC)C, predict the reaction product. The product is: [Br:1][C:2]1[CH:3]=[CH:4][C:5]([CH:8]2[O:15][CH2:12][CH:11]([OH:14])[CH2:10][CH2:9]2)=[CH:6][CH:7]=1.